Task: Regression. Given two drug SMILES strings and cell line genomic features, predict the synergy score measuring deviation from expected non-interaction effect.. Dataset: NCI-60 drug combinations with 297,098 pairs across 59 cell lines (1) Drug 1: CC1=CC=C(C=C1)C2=CC(=NN2C3=CC=C(C=C3)S(=O)(=O)N)C(F)(F)F. Drug 2: COC1=C2C(=CC3=C1OC=C3)C=CC(=O)O2. Cell line: UACC-257. Synergy scores: CSS=-1.49, Synergy_ZIP=1.18, Synergy_Bliss=0.523, Synergy_Loewe=-1.87, Synergy_HSA=-1.65. (2) Drug 1: CC1=CC2C(CCC3(C2CCC3(C(=O)C)OC(=O)C)C)C4(C1=CC(=O)CC4)C. Drug 2: COCCOC1=C(C=C2C(=C1)C(=NC=N2)NC3=CC=CC(=C3)C#C)OCCOC.Cl. Cell line: BT-549. Synergy scores: CSS=-0.518, Synergy_ZIP=1.60, Synergy_Bliss=5.92, Synergy_Loewe=3.55, Synergy_HSA=3.53. (3) Cell line: SNB-75. Synergy scores: CSS=5.44, Synergy_ZIP=-1.13, Synergy_Bliss=-0.462, Synergy_Loewe=-6.17, Synergy_HSA=-1.23. Drug 1: CC1=C2C(C(=O)C3(C(CC4C(C3C(C(C2(C)C)(CC1OC(=O)C(C(C5=CC=CC=C5)NC(=O)C6=CC=CC=C6)O)O)OC(=O)C7=CC=CC=C7)(CO4)OC(=O)C)O)C)OC(=O)C. Drug 2: C1=CN(C=N1)CC(O)(P(=O)(O)O)P(=O)(O)O. (4) Drug 1: C(=O)(N)NO. Drug 2: CCN(CC)CCCC(C)NC1=C2C=C(C=CC2=NC3=C1C=CC(=C3)Cl)OC. Cell line: IGROV1. Synergy scores: CSS=1.30, Synergy_ZIP=-0.544, Synergy_Bliss=-0.247, Synergy_Loewe=-1.17, Synergy_HSA=-0.592. (5) Drug 1: C1CCN(CC1)CCOC2=CC=C(C=C2)C(=O)C3=C(SC4=C3C=CC(=C4)O)C5=CC=C(C=C5)O. Drug 2: C1=NC2=C(N=C(N=C2N1C3C(C(C(O3)CO)O)F)Cl)N. Cell line: SW-620. Synergy scores: CSS=29.6, Synergy_ZIP=2.41, Synergy_Bliss=3.05, Synergy_Loewe=-2.78, Synergy_HSA=-2.06. (6) Drug 1: COC1=CC(=CC(=C1O)OC)C2C3C(COC3=O)C(C4=CC5=C(C=C24)OCO5)OC6C(C(C7C(O6)COC(O7)C8=CC=CS8)O)O. Drug 2: CC1C(C(CC(O1)OC2CC(CC3=C2C(=C4C(=C3O)C(=O)C5=C(C4=O)C(=CC=C5)OC)O)(C(=O)CO)O)N)O.Cl. Cell line: A549. Synergy scores: CSS=45.4, Synergy_ZIP=-9.36, Synergy_Bliss=-13.3, Synergy_Loewe=-6.57, Synergy_HSA=-5.33. (7) Drug 1: CC1=C2C(C(=O)C3(C(CC4C(C3C(C(C2(C)C)(CC1OC(=O)C(C(C5=CC=CC=C5)NC(=O)OC(C)(C)C)O)O)OC(=O)C6=CC=CC=C6)(CO4)OC(=O)C)O)C)O. Drug 2: C1CC(=O)NC(=O)C1N2C(=O)C3=CC=CC=C3C2=O. Cell line: SNB-75. Synergy scores: CSS=5.27, Synergy_ZIP=-4.72, Synergy_Bliss=-2.58, Synergy_Loewe=-10.0, Synergy_HSA=-3.54. (8) Drug 1: CCC1=CC2CC(C3=C(CN(C2)C1)C4=CC=CC=C4N3)(C5=C(C=C6C(=C5)C78CCN9C7C(C=CC9)(C(C(C8N6C)(C(=O)OC)O)OC(=O)C)CC)OC)C(=O)OC.C(C(C(=O)O)O)(C(=O)O)O. Drug 2: CC1OCC2C(O1)C(C(C(O2)OC3C4COC(=O)C4C(C5=CC6=C(C=C35)OCO6)C7=CC(=C(C(=C7)OC)O)OC)O)O. Cell line: NCI-H226. Synergy scores: CSS=47.4, Synergy_ZIP=2.17, Synergy_Bliss=2.27, Synergy_Loewe=3.90, Synergy_HSA=4.29. (9) Drug 1: COC1=C(C=C2C(=C1)N=CN=C2NC3=CC(=C(C=C3)F)Cl)OCCCN4CCOCC4. Drug 2: C1=C(C(=O)NC(=O)N1)F. Cell line: NCI-H460. Synergy scores: CSS=60.7, Synergy_ZIP=-4.39, Synergy_Bliss=-6.17, Synergy_Loewe=-4.57, Synergy_HSA=-2.64. (10) Drug 1: C1=CC(=CC=C1CCC2=CNC3=C2C(=O)NC(=N3)N)C(=O)NC(CCC(=O)O)C(=O)O. Drug 2: CC(C1=C(C=CC(=C1Cl)F)Cl)OC2=C(N=CC(=C2)C3=CN(N=C3)C4CCNCC4)N. Cell line: NCI-H322M. Synergy scores: CSS=23.7, Synergy_ZIP=10.5, Synergy_Bliss=11.7, Synergy_Loewe=6.72, Synergy_HSA=10.1.